From a dataset of Tyrosyl-DNA phosphodiesterase HTS with 341,365 compounds. Binary Classification. Given a drug SMILES string, predict its activity (active/inactive) in a high-throughput screening assay against a specified biological target. (1) The molecule is S(=O)(=O)(Nc1c(O)cccc1)c1c2ncccc2ccc1. The result is 0 (inactive). (2) The result is 0 (inactive). The compound is Clc1c(S(=O)(=O)N2CCC(CC2)c2n(nnn2)c2ccc(OC)cc2)ccc(F)c1. (3) The compound is S=C(Nc1cc([N+]([O-])=O)ccc1O)Nc1ccccc1. The result is 0 (inactive). (4) The compound is O=C(N1C(CCC1)C(=O)NC(C)C(O)=O)C(NC(=O)C(NC(=O)C(N)CCC(O)=O)Cc1[nH]cnc1)C(CC)C. The result is 0 (inactive). (5) The drug is O1c2c3c(c(O)c(c2OC(=O)c2c1c(c(O)cc2C)C=O)CO)C(OC3O)=O. The result is 1 (active). (6) The drug is OC(=O)c1c(nn(CCC#N)c1)c1cc([N+]([O-])=O)ccc1. The result is 0 (inactive). (7) The molecule is O1CCN(CCCNc2ncnc3n(ncc23)c2ccccc2)CC1. The result is 0 (inactive).